This data is from Retrosynthesis with 50K atom-mapped reactions and 10 reaction types from USPTO. The task is: Predict the reactants needed to synthesize the given product. (1) Given the product O=Cc1ccccc1N1CCOCC1, predict the reactants needed to synthesize it. The reactants are: C1COCCN1.O=Cc1ccccc1F. (2) Given the product CCN(C)S(=O)(=O)Nc1ccc(F)cc1F, predict the reactants needed to synthesize it. The reactants are: CCN(C)S(=O)(=O)Cl.Nc1ccc(F)cc1F. (3) Given the product C=C(c1ccccc1OCc1ccc(Cl)cc1Cl)n1ccnc1, predict the reactants needed to synthesize it. The reactants are: C=C(c1ccccc1O)n1ccnc1.ClCc1ccc(Cl)cc1Cl. (4) Given the product CC(C)(O)c1cc(F)c(-c2cc(C(N)=O)c(Nc3ccc4c(n3)CN(C3COC3)C4=O)s2)c(F)c1, predict the reactants needed to synthesize it. The reactants are: CC(C)(O)c1cc(F)c(-c2cc(C(N)=O)c(N)s2)c(F)c1.O=C1c2ccc(Cl)nc2CN1C1COC1. (5) Given the product Cn1cc(-c2cnc3ccc(-c4cncc(NS(=O)(=O)c5ccc(F)cc5F)c4)cc3n2)cn1, predict the reactants needed to synthesize it. The reactants are: Cn1cc(-c2cnc3ccc(B4OC(C)(C)C(C)(C)O4)cc3n2)cn1.O=S(=O)(Nc1cncc(Br)c1)c1ccc(F)cc1F. (6) Given the product COc1ccc(Cn2cc(C(=O)O)c(=O)c3cc(F)c(N4CC[C@H](NC(=O)OC(C)(C)C)C4)nc32)c(OC)c1, predict the reactants needed to synthesize it. The reactants are: CCOC(=O)c1cn(Cc2ccc(OC)cc2OC)c2nc(N3CC[C@H](NC(=O)OC(C)(C)C)C3)c(F)cc2c1=O. (7) Given the product COC(=O)C(C)(C)CC(=O)c1ccc(-n2ccnc2)cc1, predict the reactants needed to synthesize it. The reactants are: COC(=O)C(C)(C)CC(=O)c1ccc(F)cc1.c1c[nH]cn1.